The task is: Predict the product of the given reaction.. This data is from Forward reaction prediction with 1.9M reactions from USPTO patents (1976-2016). (1) The product is: [F:15][C:5]1[C:6]([NH:8][C:9]2[CH:14]=[CH:13][CH:12]=[CH:11][CH:10]=2)=[N:7][C:2]([NH:27][C:19]2[CH:20]=[C:21]([N+:24]([O-:26])=[O:25])[CH:22]=[CH:23][C:18]=2[O:17][CH3:16])=[N:3][CH:4]=1. Given the reactants Cl[C:2]1[N:7]=[C:6]([NH:8][C:9]2[CH:14]=[CH:13][CH:12]=[CH:11][CH:10]=2)[C:5]([F:15])=[CH:4][N:3]=1.[CH3:16][O:17][C:18]1[CH:23]=[CH:22][C:21]([N+:24]([O-:26])=[O:25])=[CH:20][C:19]=1[NH2:27].C(O)(C(F)(F)F)=O, predict the reaction product. (2) Given the reactants [CH2:1]([NH2:3])[CH3:2].F[C:5]1[CH:14]=[C:13]2[C:8]([C:9](=[O:31])[NH:10][C:11]([C:15]3[C:20]([NH:21][CH:22]4[CH2:27][CH2:26][N:25]([CH:28]([CH3:30])[CH3:29])[CH2:24][CH2:23]4)=[CH:19][CH:18]=[CH:17][N:16]=3)=[N:12]2)=[C:7]([O:32][CH3:33])[CH:6]=1, predict the reaction product. The product is: [CH2:1]([NH:3][C:5]1[CH:14]=[C:13]2[C:8]([C:9](=[O:31])[NH:10][C:11]([C:15]3[C:20]([NH:21][CH:22]4[CH2:27][CH2:26][N:25]([CH:28]([CH3:30])[CH3:29])[CH2:24][CH2:23]4)=[CH:19][CH:18]=[CH:17][N:16]=3)=[N:12]2)=[C:7]([O:32][CH3:33])[CH:6]=1)[CH3:2]. (3) Given the reactants [OH-].[Na+].[CH3:3][O:4][CH2:5][CH2:6][O:7][CH2:8][O:9][C:10]1[CH:11]=[C:12]2[C:17](=[CH:18][CH:19]=1)[CH:16]=[C:15]([C:20]([CH2:22][NH:23][CH2:24][C:25]1[CH:26]=[C:27]([C:31]3[CH:36]=[CH:35][C:34]([NH:37][C:38]4[CH:47]=[CH:46][CH:45]=[CH:44][C:39]=4[C:40]([O:42]C)=[O:41])=[CH:33][CH:32]=3)[CH:28]=[CH:29][CH:30]=1)=[O:21])[CH:14]=[CH:13]2, predict the reaction product. The product is: [CH3:3][O:4][CH2:5][CH2:6][O:7][CH2:8][O:9][C:10]1[CH:11]=[C:12]2[C:17](=[CH:18][CH:19]=1)[CH:16]=[C:15]([C:20]([CH2:22][NH:23][CH2:24][C:25]1[CH:26]=[C:27]([C:31]3[CH:36]=[CH:35][C:34]([NH:37][C:38]4[CH:47]=[CH:46][CH:45]=[CH:44][C:39]=4[C:40]([OH:42])=[O:41])=[CH:33][CH:32]=3)[CH:28]=[CH:29][CH:30]=1)=[O:21])[CH:14]=[CH:13]2. (4) Given the reactants Cl[CH2:2][CH2:3][CH2:4][CH2:5][CH2:6][CH2:7][O:8][C:9]1[C:10]([O:29][CH3:30])=[CH:11][CH:12]=[C:13]2[C:18]=1[NH:17][C:16](=[O:19])[CH:15]=[C:14]2[NH:20][C:21]1[C:26]([Cl:27])=[CH:25][N:24]=[CH:23][C:22]=1[Cl:28].[NH2:31][CH2:32][CH2:33][OH:34], predict the reaction product. The product is: [Cl:27][C:26]1[CH:25]=[N:24][CH:23]=[C:22]([Cl:28])[C:21]=1[NH:20][C:14]1[C:13]2[C:18](=[C:9]([O:8][CH2:7][CH2:6][CH2:5][CH2:4][CH2:3][CH2:2][NH:31][CH2:32][CH2:33][OH:34])[C:10]([O:29][CH3:30])=[CH:11][CH:12]=2)[NH:17][C:16](=[O:19])[CH:15]=1.